This data is from Peptide-MHC class II binding affinity with 134,281 pairs from IEDB. The task is: Regression. Given a peptide amino acid sequence and an MHC pseudo amino acid sequence, predict their binding affinity value. This is MHC class II binding data. The peptide sequence is QQLLFIHFRIGCRHSRIG. The MHC is DRB1_0405 with pseudo-sequence DRB1_0405. The binding affinity (normalized) is 0.522.